This data is from Full USPTO retrosynthesis dataset with 1.9M reactions from patents (1976-2016). The task is: Predict the reactants needed to synthesize the given product. (1) Given the product [CH2:20]([C:4]1([C:11]2[CH:16]=[CH:15][CH:14]=[C:13]([N+:17]([O-:19])=[O:18])[CH:12]=2)[CH:5]2[CH:3]1[CH2:2][N:33]([CH2:27][CH2:28][CH2:29][CH2:30][CH2:31][CH3:32])[C:6]2=[O:8])[CH3:21], predict the reactants needed to synthesize it. The reactants are: Cl[CH2:2][CH:3]1[CH:5]([C:6]([O:8]CC)=O)[C:4]1([CH2:20][CH3:21])[C:11]1[CH:16]=[CH:15][CH:14]=[C:13]([N+:17]([O-:19])=[O:18])[CH:12]=1.C(=O)([O-])O.[Na+].[CH2:27]([NH2:33])[CH2:28][CH2:29][CH2:30][CH2:31][CH3:32]. (2) Given the product [NH2:2][C:1]([C:3]1[CH:8]=[CH:7][CH:6]=[CH:5][C:4]=1[NH:9][CH:10]1[CH2:15][CH2:14][N:13]([C:16]([O:18][C:19]([CH3:22])([CH3:21])[CH3:20])=[O:17])[CH2:12][CH2:11]1)=[O:23], predict the reactants needed to synthesize it. The reactants are: [C:1]([C:3]1[CH:8]=[CH:7][CH:6]=[CH:5][C:4]=1[NH:9][CH:10]1[CH2:15][CH2:14][N:13]([C:16]([O:18][C:19]([CH3:22])([CH3:21])[CH3:20])=[O:17])[CH2:12][CH2:11]1)#[N:2].[OH-:23].[Na+].OO. (3) Given the product [C:9]([O:13][C:14](=[O:24])[NH:15][CH2:16][C:17]1[CH:18]=[CH:19][C:20]([NH:23][CH2:7][C:4]2[CH:3]=[CH:2][N:1]=[CH:6][CH:5]=2)=[CH:21][CH:22]=1)([CH3:12])([CH3:10])[CH3:11], predict the reactants needed to synthesize it. The reactants are: [N:1]1[CH:6]=[CH:5][C:4]([CH:7]=O)=[CH:3][CH:2]=1.[C:9]([O:13][C:14](=[O:24])[NH:15][CH2:16][C:17]1[CH:22]=[CH:21][C:20]([NH2:23])=[CH:19][CH:18]=1)([CH3:12])([CH3:11])[CH3:10]. (4) Given the product [Br-:10].[C:12]([CH2:11][N:3]1[C:2]([Cl:1])=[C:6]([Cl:7])[N+:5]([CH2:16][CH2:17][C:18]2[C:27]3[C:22](=[CH:23][CH:24]=[CH:25][CH:26]=3)[CH:21]=[CH:20][CH:19]=2)=[CH:4]1)([OH:14])=[O:13], predict the reactants needed to synthesize it. The reactants are: [Cl:1][C:2]1[N:3]=[CH:4][NH:5][C:6]=1[Cl:7].[OH-].[K+].[Br:10][CH2:11][C:12]([OH:14])=[O:13].Br[CH2:16][CH2:17][C:18]1[C:27]2[C:22](=[CH:23][CH:24]=[CH:25][CH:26]=2)[CH:21]=[CH:20][CH:19]=1.Br. (5) Given the product [C:1]([C:2]1[CH:8]=[CH:7][CH:6]=[CH:5][C:3]=1[NH:4][C:15](=[O:16])[C:14]1[CH:18]=[CH:19][N:20]=[C:12]([Cl:11])[CH:13]=1)(=[O:9])[NH2:10], predict the reactants needed to synthesize it. The reactants are: [C:1]([NH2:10])(=[O:9])[C:2]1[C:3](=[CH:5][CH:6]=[CH:7][CH:8]=1)[NH2:4].[Cl:11][C:12]1[CH:13]=[C:14]([CH:18]=[CH:19][N:20]=1)[C:15](Cl)=[O:16]. (6) The reactants are: [H-].[Na+].[C:3]([O:11][CH2:12][CH3:13])(=[O:10])[CH2:4][C:5]([O:7][CH2:8][CH3:9])=[O:6].F[C:15]1[CH:33]=[CH:32][C:31]([N+:34]([O-:36])=[O:35])=[CH:30][C:16]=1[CH2:17][N:18]([CH3:29])[C:19](=[O:28])[O:20][CH2:21][C:22]1[CH:27]=[CH:26][CH:25]=[CH:24][CH:23]=1. Given the product [CH2:21]([O:20][C:19]([N:18]([CH2:17][C:16]1[CH:30]=[C:31]([N+:34]([O-:36])=[O:35])[CH:32]=[CH:33][C:15]=1[CH:4]([C:5]([O:7][CH2:8][CH3:9])=[O:6])[C:3]([O:11][CH2:12][CH3:13])=[O:10])[CH3:29])=[O:28])[C:22]1[CH:27]=[CH:26][CH:25]=[CH:24][CH:23]=1, predict the reactants needed to synthesize it.